From a dataset of NCI-60 drug combinations with 297,098 pairs across 59 cell lines. Regression. Given two drug SMILES strings and cell line genomic features, predict the synergy score measuring deviation from expected non-interaction effect. (1) Drug 1: CN(CCCl)CCCl.Cl. Drug 2: CS(=O)(=O)OCCCCOS(=O)(=O)C. Cell line: TK-10. Synergy scores: CSS=16.5, Synergy_ZIP=-5.70, Synergy_Bliss=-5.91, Synergy_Loewe=-22.0, Synergy_HSA=-4.75. (2) Drug 1: CC(CN1CC(=O)NC(=O)C1)N2CC(=O)NC(=O)C2. Drug 2: C1=CC(=CC=C1CC(C(=O)O)N)N(CCCl)CCCl.Cl. Cell line: LOX IMVI. Synergy scores: CSS=35.1, Synergy_ZIP=-2.29, Synergy_Bliss=2.02, Synergy_Loewe=4.34, Synergy_HSA=5.88. (3) Drug 1: CC1C(C(CC(O1)OC2CC(CC3=C2C(=C4C(=C3O)C(=O)C5=C(C4=O)C(=CC=C5)OC)O)(C(=O)CO)O)N)O.Cl. Drug 2: CC(C)CN1C=NC2=C1C3=CC=CC=C3N=C2N. Cell line: MALME-3M. Synergy scores: CSS=26.4, Synergy_ZIP=-6.24, Synergy_Bliss=0.660, Synergy_Loewe=1.47, Synergy_HSA=-0.145. (4) Synergy scores: CSS=34.0, Synergy_ZIP=-17.5, Synergy_Bliss=-12.3, Synergy_Loewe=-14.4, Synergy_HSA=-12.5. Drug 1: C1=C(C(=O)NC(=O)N1)F. Drug 2: N.N.Cl[Pt+2]Cl. Cell line: NCIH23. (5) Drug 1: C1CCC(CC1)NC(=O)N(CCCl)N=O. Drug 2: CC(C)(C#N)C1=CC(=CC(=C1)CN2C=NC=N2)C(C)(C)C#N. Cell line: COLO 205. Synergy scores: CSS=9.61, Synergy_ZIP=-3.94, Synergy_Bliss=5.05, Synergy_Loewe=2.99, Synergy_HSA=3.15.